This data is from Reaction yield outcomes from USPTO patents with 853,638 reactions. The task is: Predict the reaction yield, written as a fraction of the theoretical maximum amount of product (1.0 means a 100% yield; for example, 0.34 means a 34% yield). The reactants are [N+:1]([C:4]1[CH:9]=[C:8]([C:10]2[CH:15]=[CH:14][CH:13]=[C:12]([NH:16][C:17](=[O:22])[C:18]([F:21])([F:20])[F:19])[CH:11]=2)[CH:7]=[CH:6][C:5]=1[CH2:23][C:24](O)=[O:25])([O-])=O. The catalyst is C(O)(=O)C.[Fe]. The product is [F:19][C:18]([F:21])([F:20])[C:17]([NH:16][C:12]1[CH:11]=[C:10]([C:8]2[CH:9]=[C:4]3[C:5]([CH2:23][C:24](=[O:25])[NH:1]3)=[CH:6][CH:7]=2)[CH:15]=[CH:14][CH:13]=1)=[O:22]. The yield is 0.140.